From a dataset of Full USPTO retrosynthesis dataset with 1.9M reactions from patents (1976-2016). Predict the reactants needed to synthesize the given product. (1) Given the product [CH2:38]([O:37][C:33]([CH2:34][CH2:35][N:1]1[CH:5]=[C:4](/[CH:6]=[C:7]2\[CH2:8][N:9]([C:14]([C:21]3[CH:22]=[CH:23][CH:24]=[CH:25][CH:26]=3)([C:15]3[CH:20]=[CH:19][CH:18]=[CH:17][CH:16]=3)[C:27]3[CH:32]=[CH:31][CH:30]=[CH:29][CH:28]=3)[CH2:10][CH2:11][C:12]\2=[O:13])[CH:3]=[N:2]1)=[O:36])[CH3:39], predict the reactants needed to synthesize it. The reactants are: [NH:1]1[CH:5]=[C:4](/[CH:6]=[C:7]2\[CH2:8][N:9]([C:14]([C:27]3[CH:32]=[CH:31][CH:30]=[CH:29][CH:28]=3)([C:21]3[CH:26]=[CH:25][CH:24]=[CH:23][CH:22]=3)[C:15]3[CH:20]=[CH:19][CH:18]=[CH:17][CH:16]=3)[CH2:10][CH2:11][C:12]\2=[O:13])[CH:3]=[N:2]1.[C:33]([O:37][CH2:38][CH3:39])(=[O:36])[CH:34]=[CH2:35].N12CCCN=C1CCCCC2.[Cl-].[Na+]. (2) Given the product [Cl:1][C:2]1[S:3][C:4]2[C:9]([Cl:26])=[N:8][C:7]([CH:11]3[CH2:13][CH2:12]3)=[N:6][C:5]=2[N:14]=1, predict the reactants needed to synthesize it. The reactants are: [Cl:1][C:2]1[S:3][C:4]2[C:9](O)=[N:8][C:7]([CH:11]3[CH2:13][CH2:12]3)=[N:6][C:5]=2[N:14]=1.C(N(CC)C(C)C)(C)C.P(Cl)(Cl)([Cl:26])=O.